Dataset: Reaction yield outcomes from USPTO patents with 853,638 reactions. Task: Predict the reaction yield, written as a fraction of the theoretical maximum amount of product (1.0 means a 100% yield; for example, 0.34 means a 34% yield). (1) The reactants are [Cl-].[NH+]1C=CC=CC=1.C[O:9][C:10]1[CH:18]=[C:17]([C:19]2[C:20]([C:25]3[CH:30]=[CH:29][CH:28]=[CH:27][CH:26]=3)=[N:21][O:22][C:23]=2[CH3:24])[CH:16]=[CH:15][C:11]=1[C:12]([NH2:14])=[O:13]. The catalyst is O. The product is [OH:9][C:10]1[CH:18]=[C:17]([C:19]2[C:20]([C:25]3[CH:26]=[CH:27][CH:28]=[CH:29][CH:30]=3)=[N:21][O:22][C:23]=2[CH3:24])[CH:16]=[CH:15][C:11]=1[C:12]([NH2:14])=[O:13]. The yield is 0.810. (2) The reactants are [Br:1][C:2]1[CH:7]=[CH:6][CH:5]=[CH:4][C:3]=1[OH:8].[N:9]1[CH:14]=[CH:13][CH:12]=[C:11](B(O)O)[CH:10]=1.N1C=CC=CC=1.ClCCl. The catalyst is O.C([O-])(=O)C.[Cu+2].C([O-])(=O)C. The product is [Br:1][C:2]1[CH:7]=[CH:6][CH:5]=[CH:4][C:3]=1[O:8][C:11]1[CH:10]=[N:9][CH:14]=[CH:13][CH:12]=1. The yield is 0.0600. (3) The reactants are [C:1]1([OH:7])[CH:6]=[CH:5][CH:4]=[CH:3][CH:2]=1.[K].C1COCC1.[C:14](Cl)(=[O:21])[C:15]1[CH:20]=[CH:19][CH:18]=[CH:17][CH:16]=1. The catalyst is C1(C)C=CC=CC=1. The product is [C:14]([O:7][C:1]1[CH:6]=[CH:5][CH:4]=[CH:3][CH:2]=1)(=[O:21])[C:15]1[CH:20]=[CH:19][CH:18]=[CH:17][CH:16]=1. The yield is 0.910. (4) The reactants are [CH2:1]([O:8][C:9]1[CH:14]=[CH:13][N:12]([C:15]2[CH:16]=[CH:17][C:18]3[S:26][C:25]4[CH2:24][CH2:23][N:22](C(OC(C)(C)C)=O)[CH2:21][C:20]=4[C:19]=3[CH:34]=2)[C:11](=[O:35])[CH:10]=1)[C:2]1[CH:7]=[CH:6][CH:5]=[CH:4][CH:3]=1.[ClH:36]. No catalyst specified. The product is [ClH:36].[CH2:1]([O:8][C:9]1[CH:14]=[CH:13][N:12]([C:15]2[CH:16]=[CH:17][C:18]3[S:26][C:25]4[CH2:24][CH2:23][NH:22][CH2:21][C:20]=4[C:19]=3[CH:34]=2)[C:11](=[O:35])[CH:10]=1)[C:2]1[CH:7]=[CH:6][CH:5]=[CH:4][CH:3]=1. The yield is 0.700. (5) The reactants are [Cl:1][C:2]1[C:10]2[N:9]([CH2:11][C:12](OCC)=[O:13])[C:8]3[CH2:17][CH2:18][N:19]([C:22]([O:24][C:25]([CH3:28])([CH3:27])[CH3:26])=[O:23])[CH2:20][CH2:21][C:7]=3[C:6]=2[C:5]([Cl:29])=[CH:4][CH:3]=1.[Li+].[BH4-].[OH-].[Na+].CCOC(C)=O. The catalyst is C1COCC1.O. The product is [Cl:1][C:2]1[C:10]2[N:9]([CH2:11][CH2:12][OH:13])[C:8]3[CH2:17][CH2:18][N:19]([C:22]([O:24][C:25]([CH3:27])([CH3:26])[CH3:28])=[O:23])[CH2:20][CH2:21][C:7]=3[C:6]=2[C:5]([Cl:29])=[CH:4][CH:3]=1. The yield is 0.650. (6) The reactants are CS(O[CH2:6][CH2:7][C:8]1[C:16]2[C:15]([NH:17][C@@H:18]3[CH2:23][CH2:22][CH2:21][N:20]([C:24]([O:26][C:27]([CH3:30])([CH3:29])[CH3:28])=[O:25])[CH2:19]3)=[N:14][CH:13]=[N:12][C:11]=2[NH:10][CH:9]=1)(=O)=O.[CH3:31][N:32](C=O)C.[C-]#N.[Na+]. The catalyst is O.C(OCC)(=O)C. The product is [C:31]([CH2:6][CH2:7][C:8]1[C:16]2[C:15]([NH:17][C@@H:18]3[CH2:23][CH2:22][CH2:21][N:20]([C:24]([O:26][C:27]([CH3:30])([CH3:29])[CH3:28])=[O:25])[CH2:19]3)=[N:14][CH:13]=[N:12][C:11]=2[NH:10][CH:9]=1)#[N:32]. The yield is 0.660. (7) The reactants are [Br:1][C:2]1[CH:14]=[C:13]([F:15])[C:5]([O:6][CH2:7][C:8]2([CH2:11][OH:12])[CH2:10][CH2:9]2)=[C:4]([F:16])[CH:3]=1.[CH3:17][S:18](Cl)(=[O:20])=[O:19].O. The catalyst is C(Cl)Cl. The product is [CH3:17][S:18]([O:12][CH2:11][C:8]1([CH2:7][O:6][C:5]2[C:13]([F:15])=[CH:14][C:2]([Br:1])=[CH:3][C:4]=2[F:16])[CH2:10][CH2:9]1)(=[O:20])=[O:19]. The yield is 0.990. (8) The reactants are [C:1]([C:5]1[CH:11]=[CH:10][C:9]([N+:12]([O-:14])=[O:13])=[CH:8][C:6]=1N)([CH3:4])([CH3:3])[CH3:2].N([O-])=[O:16].[Na+].NC(N)=O.OS(O)(=O)=O.O. The catalyst is OS(O)(=O)=O.O. The product is [C:1]([C:5]1[CH:11]=[CH:10][C:9]([N+:12]([O-:14])=[O:13])=[CH:8][C:6]=1[OH:16])([CH3:4])([CH3:3])[CH3:2]. The yield is 0.620. (9) The reactants are [OH:1][C:2]1[CH:3]=[C:4]2[C:9](=[CH:10][CH:11]=1)[NH:8][C:7](=[O:12])[CH2:6][CH2:5]2.[OH-].[K+].C([O-])([O-])=O.[K+].[K+].Cl[CH2:22][CH2:23][CH2:24][CH2:25][C:26]1[N:30]([CH:31]2[CH2:36][CH2:35][CH2:34][CH2:33][CH2:32]2)[N:29]=[N:28][N:27]=1. No catalyst specified. The product is [CH:11]1[C:2]([O:1][CH2:22][CH2:23][CH2:24][CH2:25][C:26]2[N:30]([CH:31]3[CH2:36][CH2:35][CH2:34][CH2:33][CH2:32]3)[N:29]=[N:28][N:27]=2)=[CH:3][C:4]2[CH2:5][CH2:6][C:7]([NH:8][C:9]=2[CH:10]=1)=[O:12]. The yield is 0.700.